This data is from Forward reaction prediction with 1.9M reactions from USPTO patents (1976-2016). The task is: Predict the product of the given reaction. (1) Given the reactants [CH3:1][C:2]1[C:6]([CH3:7])=[C:5]([NH:8][C:9](=[O:16])OCC(Cl)(Cl)Cl)[O:4][N:3]=1.[C:17]1([C:29]2[CH:34]=[CH:33][CH:32]=[CH:31][CH:30]=2)[CH:22]=[CH:21][CH:20]=[C:19]([N:23]2[CH2:28][CH2:27][NH:26][CH2:25][CH2:24]2)[CH:18]=1.C(N(C(C)C)CC)(C)C.O, predict the reaction product. The product is: [C:17]1([C:29]2[CH:30]=[CH:31][CH:32]=[CH:33][CH:34]=2)[CH:22]=[CH:21][CH:20]=[C:19]([N:23]2[CH2:24][CH2:25][N:26]([C:9]([NH:8][C:5]3[O:4][N:3]=[C:2]([CH3:1])[C:6]=3[CH3:7])=[O:16])[CH2:27][CH2:28]2)[CH:18]=1. (2) Given the reactants C([O:8][CH2:9][C:10]1[O:14][C:13]([C:15]2[CH:20]=[CH:19][CH:18]=[CH:17][CH:16]=2)=[N:12][C:11]=1[C:21](O)=O)C1C=CC=CC=1.[Br:24][C:25]1[O:29][C:28]([CH2:30][NH:31][CH2:32][C:33]([O:35][CH3:36])=[O:34])=[CH:27][CH:26]=1, predict the reaction product. The product is: [Br:24][C:25]1[O:29][C:28]([CH2:30][N:31]([CH2:32][C:33]([O:35][CH3:36])=[O:34])[C:9]([C:10]2[O:14][C:13]([C:15]3[CH:16]=[CH:17][CH:18]=[CH:19][CH:20]=3)=[N:12][C:11]=2[CH3:21])=[O:8])=[CH:27][CH:26]=1. (3) Given the reactants [C:1]([C:3]1[CH:4]=[C:5]([C:10]2[CH2:14][C:13]([CH2:19][NH:20][S:21]([CH3:24])(=[O:23])=[O:22])([C:15]([O:17]C)=[O:16])[O:12][N:11]=2)[CH:6]=[CH:7][C:8]=1[F:9])#[N:2].[Li+].[OH-], predict the reaction product. The product is: [C:1]([C:3]1[CH:4]=[C:5]([C:10]2[CH2:14][C:13]([CH2:19][NH:20][S:21]([CH3:24])(=[O:22])=[O:23])([C:15]([OH:17])=[O:16])[O:12][N:11]=2)[CH:6]=[CH:7][C:8]=1[F:9])#[N:2].